This data is from Full USPTO retrosynthesis dataset with 1.9M reactions from patents (1976-2016). The task is: Predict the reactants needed to synthesize the given product. (1) Given the product [CH3:15][C:13]1[CH:14]=[C:9]2[CH:8]=[CH:7][NH:6][C:10]2=[N:11][CH:12]=1, predict the reactants needed to synthesize it. The reactants are: C([Si](C)(C)[N:6]1[C:10]2=[N:11][CH:12]=[C:13]([CH3:15])[CH:14]=[C:9]2[CH:8]=[CH:7]1)(C)(C)C.[F-].C([N+](CCCC)(CCCC)CCCC)CCC.O1CCCC1. (2) Given the product [CH3:25][O:26][C:27]1[CH:28]=[C:29]([C:2]2[C:6]3=[N:7][C:8]([C:11]([O:13][CH3:14])=[O:12])=[CH:9][CH:10]=[C:5]3[N:4]([S:15]([C:18]3[CH:23]=[CH:22][C:21]([CH3:24])=[CH:20][CH:19]=3)(=[O:17])=[O:16])[CH:3]=2)[CH:30]=[N:31][CH:32]=1, predict the reactants needed to synthesize it. The reactants are: I[C:2]1[C:6]2=[N:7][C:8]([C:11]([O:13][CH3:14])=[O:12])=[CH:9][CH:10]=[C:5]2[N:4]([S:15]([C:18]2[CH:23]=[CH:22][C:21]([CH3:24])=[CH:20][CH:19]=2)(=[O:17])=[O:16])[CH:3]=1.[CH3:25][O:26][C:27]1[CH:28]=[C:29](B2OC(C)(C)C(C)(C)O2)[CH:30]=[N:31][CH:32]=1.[O-]P([O-])([O-])=O.[K+].[K+].[K+].Cl.